This data is from Catalyst prediction with 721,799 reactions and 888 catalyst types from USPTO. The task is: Predict which catalyst facilitates the given reaction. (1) Reactant: [Br:1][CH:2]([CH:5]=O)[CH:3]=O.[C:7]([O:11][C:12]([N:14]1[CH2:21][C:20]2[C:16](=[N:17][NH:18][C:19]=2[NH2:22])[CH2:15]1)=[O:13])([CH3:10])([CH3:9])[CH3:8]. Product: [C:7]([O:11][C:12]([N:14]1[CH2:21][C:20]2=[C:19]3[N:18]([N:17]=[C:16]2[CH2:15]1)[CH:3]=[C:2]([Br:1])[CH:5]=[N:22]3)=[O:13])([CH3:10])([CH3:8])[CH3:9]. The catalyst class is: 52. (2) Reactant: F[C:2]1[CH:7]=[CH:6][C:5]([S:8]([CH3:10])=[O:9])=[CH:4][CH:3]=1.[NH:11]1[CH2:16][CH2:15][NH:14][CH2:13][CH2:12]1. Product: [CH3:10][S:8]([C:5]1[CH:6]=[CH:7][C:2]([N:11]2[CH2:16][CH2:15][NH:14][CH2:13][CH2:12]2)=[CH:3][CH:4]=1)=[O:9]. The catalyst class is: 6.